Predict the product of the given reaction. From a dataset of Forward reaction prediction with 1.9M reactions from USPTO patents (1976-2016). (1) Given the reactants [K].[Br:2][C:3]1[CH:8]=[C:7]([F:9])[CH:6]=[CH:5][C:4]=1[C:10](=[C:14]([NH:16][C:17]1[C:22]([F:23])=[CH:21][CH:20]=[CH:19][C:18]=1[F:24])S)[C:11](=O)[CH3:12].C(O)(=O)C.[CH3:29][NH:30][NH2:31].O, predict the reaction product. The product is: [Br:2][C:3]1[CH:8]=[C:7]([F:9])[CH:6]=[CH:5][C:4]=1[C:10]1[C:11]([CH3:12])=[N:31][N:30]([CH3:29])[C:14]=1[NH:16][C:17]1[C:22]([F:23])=[CH:21][CH:20]=[CH:19][C:18]=1[F:24]. (2) Given the reactants [CH:1]([S:4][C:5]1[CH:10]=[CH:9][C:8]([C:11]2[CH:12]=[C:13]([C:16]([OH:18])=[O:17])[S:14][CH:15]=2)=[CH:7][CH:6]=1)([CH3:3])C.[CH2:19](SC1C=CC(B(O)O)=CC=1)[CH2:20][CH2:21][CH2:22]CC, predict the reaction product. The product is: [CH2:1]([S:4][C:5]1[CH:6]=[CH:7][C:8]([C:11]2[CH:12]=[C:13]([C:16]([OH:18])=[O:17])[S:14][CH:15]=2)=[CH:9][CH:10]=1)[CH2:3][CH2:19][CH2:20][CH2:21][CH3:22]. (3) Given the reactants CC([CH:5]1[C:11]2[CH:12]=[CH:13][C:14]([NH:16][C:17]([C:19]3[CH:24]=[CH:23][N:22]=[CH:21][CH:20]=3)=[O:18])=[CH:15][C:10]=2[CH2:9][CH2:8][N:7](C([O-])=O)[CH2:6]1)(C)C.FC(F)(F)C(O)=O, predict the reaction product. The product is: [CH2:5]1[C:11]2[CH:12]=[CH:13][C:14]([NH:16][C:17]([C:19]3[CH:24]=[CH:23][N:22]=[CH:21][CH:20]=3)=[O:18])=[CH:15][C:10]=2[CH2:9][CH2:8][NH:7][CH2:6]1. (4) Given the reactants Br[C:2]1[CH:26]=[CH:25][C:5]([CH2:6][O:7][CH2:8][C@@H:9]2[CH2:11][C@@H:10]2[CH:12]2[CH2:17][CH2:16][N:15]([C:18]([O:20][C:21]([CH3:24])([CH3:23])[CH3:22])=[O:19])[CH2:14][CH2:13]2)=[CH:4][C:3]=1[F:27].C([Li])CCC.CCCCCC.[CH3:39][S:40]SC, predict the reaction product. The product is: [F:27][C:3]1[CH:4]=[C:5]([CH:25]=[CH:26][C:2]=1[S:40][CH3:39])[CH2:6][O:7][CH2:8][C@@H:9]1[CH2:11][C@@H:10]1[CH:12]1[CH2:17][CH2:16][N:15]([C:18]([O:20][C:21]([CH3:24])([CH3:23])[CH3:22])=[O:19])[CH2:14][CH2:13]1. (5) Given the reactants [Br:1][C:2]1[C:3]([C:10]([OH:12])=[O:11])=[N:4][C:5]([S:8][CH3:9])=[N:6][CH:7]=1.S(=O)(=O)(O)O.[CH3:18]O, predict the reaction product. The product is: [Br:1][C:2]1[C:3]([C:10]([O:12][CH3:18])=[O:11])=[N:4][C:5]([S:8][CH3:9])=[N:6][CH:7]=1. (6) Given the reactants [Cl:1][C:2]1[CH:3]=[C:4]([CH:14]=[CH:15][C:16]=1[F:17])[CH2:5][O:6][C:7]1[N:12]=[CH:11][C:10]([NH2:13])=[CH:9][N:8]=1.Cl[C:19]1[C:28]2[C:23](=[CH:24][C:25]([O:31][CH2:32][CH2:33][CH2:34][Cl:35](=O)=O)=[C:26]([O:29][CH3:30])[CH:27]=2)[N:22]=[CH:21][N:20]=1.Cl, predict the reaction product. The product is: [Cl:1][C:2]1[CH:3]=[C:4]([CH:14]=[CH:15][C:16]=1[F:17])[CH2:5][O:6][C:7]1[N:8]=[CH:9][C:10]([NH:13][C:19]2[C:28]3[C:23](=[CH:24][C:25]([O:31][CH2:32][CH2:33][CH2:34][Cl:35])=[C:26]([O:29][CH3:30])[CH:27]=3)[N:22]=[CH:21][N:20]=2)=[CH:11][N:12]=1. (7) Given the reactants Br[C:2]1[NH:28][C:5]2[N:6]=[CH:7][C:8]3[CH2:13][N:12]([C:14]4[C:19]([F:20])=[C:18]([O:21][CH3:22])[CH:17]=[C:16]([O:23][CH3:24])[C:15]=4[F:25])[C:11](=[O:26])[N:10]([CH3:27])[C:9]=3[C:4]=2[CH:3]=1.CC1(C)C(C)(C)OB([C:37]2[CH2:38][CH2:39][O:40][CH2:41][CH:42]=2)O1.C(=O)([O-])[O-].[K+].[K+], predict the reaction product. The product is: [F:25][C:15]1[C:16]([O:23][CH3:24])=[CH:17][C:18]([O:21][CH3:22])=[C:19]([F:20])[C:14]=1[N:12]1[CH2:13][C:8]2[CH:7]=[N:6][C:5]3[NH:28][C:2]([C:37]4[CH2:42][CH2:41][O:40][CH2:39][CH:38]=4)=[CH:3][C:4]=3[C:9]=2[N:10]([CH3:27])[C:11]1=[O:26].